From a dataset of Reaction yield outcomes from USPTO patents with 853,638 reactions. Predict the reaction yield, written as a fraction of the theoretical maximum amount of product (1.0 means a 100% yield; for example, 0.34 means a 34% yield). (1) The reactants are Cl.[CH:2]1([CH2:8][O:9][C:10]2[CH:15]=[CH:14][N:13]([C:16]3[CH:17]=[CH:18][C:19]4[C:20]5[CH2:29][NH:28][CH2:27][CH2:26][C:21]=5[N:22]([CH3:25])[C:23]=4[CH:24]=3)[C:12](=[O:30])[CH:11]=2)[CH2:7][CH2:6][CH2:5][CH2:4][CH2:3]1.[CH2:31](N(CC)CC)C.C=O.[BH-](OC(C)=O)(OC(C)=O)OC(C)=O.[Na+]. The catalyst is CO. The product is [CH:2]1([CH2:8][O:9][C:10]2[CH:15]=[CH:14][N:13]([C:16]3[CH:17]=[CH:18][C:19]4[C:20]5[CH2:29][N:28]([CH3:31])[CH2:27][CH2:26][C:21]=5[N:22]([CH3:25])[C:23]=4[CH:24]=3)[C:12](=[O:30])[CH:11]=2)[CH2:3][CH2:4][CH2:5][CH2:6][CH2:7]1. The yield is 0.690. (2) The reactants are [O:1]1[C:5]2[CH:6]=[CH:7][C:8]([C:10]3[S:11][CH:12]=[C:13]([C:15]([OH:17])=O)[N:14]=3)=[CH:9][C:4]=2[CH2:3][CH2:2]1.[NH2:18][C:19]1[CH:24]=[CH:23][CH:22]=[CH:21][N:20]=1.F[P-](F)(F)(F)(F)F.N1(OC(N(C)C)=[N+](C)C)C2C=CC=CC=2N=N1.C(N(CC)C(C)C)(C)C. The catalyst is CN(C)C=O.CN(C)C1C=CN=CC=1. The product is [O:1]1[C:5]2[CH:6]=[CH:7][C:8]([C:10]3[S:11][CH:12]=[C:13]([C:15]([NH:18][C:19]4[CH:24]=[CH:23][CH:22]=[CH:21][N:20]=4)=[O:17])[N:14]=3)=[CH:9][C:4]=2[CH2:3][CH2:2]1. The yield is 0.180. (3) The reactants are Cl[CH:2]([CH2:5][C:6]1[CH:16]=[CH:15][C:9]2[N:10]=[C:11]([S:13][CH3:14])[S:12][C:8]=2[CH:7]=1)[CH:3]=O.[N:17]1[CH:22]=[CH:21][CH:20]=[C:19]([NH2:23])[N:18]=1.O. The catalyst is C(O)CCC. The product is [N:23]1[CH:3]=[C:2]([CH2:5][C:6]2[CH:16]=[CH:15][C:9]3[N:10]=[C:11]([S:13][CH3:14])[S:12][C:8]=3[CH:7]=2)[N:18]2[C:19]=1[CH:20]=[CH:21][CH:22]=[N:17]2. The yield is 0.800. (4) The yield is 0.430. The catalyst is CN(C=O)C. The reactants are [NH2:1][C:2]1[N:3]=[C:4]([N:17]2[CH2:22][CH2:21][N:20]([C:23]([NH:25][C:26]3[CH:31]=[CH:30][C:29]([CH3:32])=[CH:28][CH:27]=3)=[O:24])[CH2:19][CH2:18]2)[C:5]2[N:10]=[C:9]([C:11]3[CH:12]=[N:13][CH:14]=[CH:15][CH:16]=3)[S:8][C:6]=2[N:7]=1.[H-].[Na+].[CH3:35]I. The product is [NH2:1][C:2]1[N:3]=[C:4]([N:17]2[CH2:22][CH2:21][N:20]([C:23]([N:25]([CH3:35])[C:26]3[CH:27]=[CH:28][C:29]([CH3:32])=[CH:30][CH:31]=3)=[O:24])[CH2:19][CH2:18]2)[C:5]2[N:10]=[C:9]([C:11]3[CH:12]=[N:13][CH:14]=[CH:15][CH:16]=3)[S:8][C:6]=2[N:7]=1. (5) The reactants are [NH2:1][C:2]1[C:11]([NH2:12])=[CH:10][CH:9]=[CH:8][C:3]=1[C:4]([O:6][CH3:7])=[O:5].O=C1N(P(Cl)(N2CCOC2=O)=O)CCO1.[C:28]([NH:38][CH2:39][C:40](O)=O)([O:30][CH2:31][C:32]1[CH:37]=[CH:36][CH:35]=[CH:34][CH:33]=1)=[O:29].C(N(CC)C(C)C)(C)C. The catalyst is C(#N)C. The product is [C:32]1([CH2:31][O:30][C:28]([NH:38][CH2:39][C:40]2[NH:12][C:11]3[CH:10]=[CH:9][CH:8]=[C:3]([C:4]([O:6][CH3:7])=[O:5])[C:2]=3[N:1]=2)=[O:29])[CH:37]=[CH:36][CH:35]=[CH:34][CH:33]=1. The yield is 0.870.